This data is from Reaction yield outcomes from USPTO patents with 853,638 reactions. The task is: Predict the reaction yield, written as a fraction of the theoretical maximum amount of product (1.0 means a 100% yield; for example, 0.34 means a 34% yield). (1) The reactants are [C:1]([O:5][C:6](=[O:22])[N:7]([CH2:12][C:13]1[CH:18]=[CH:17][C:16]([Cl:19])=[C:15]([CH:20]=O)[CH:14]=1)[CH2:8][CH:9]1[CH2:11][CH2:10]1)([CH3:4])([CH3:3])[CH3:2].CCN(CC)CC.[CH:30]1([NH2:33])[CH2:32][CH2:31]1.[BH4-].[Na+].C([O-])(O)=O.[Na+]. The catalyst is CO. The product is [C:1]([O:5][C:6](=[O:22])[N:7]([CH2:12][C:13]1[CH:18]=[CH:17][C:16]([Cl:19])=[C:15]([CH2:20][NH:33][CH:30]2[CH2:32][CH2:31]2)[CH:14]=1)[CH2:8][CH:9]1[CH2:11][CH2:10]1)([CH3:4])([CH3:3])[CH3:2]. The yield is 0.480. (2) The reactants are [Br:1][CH2:2][C:3]#[C:4][C:5]1[CH:10]=[CH:9][C:8](O)=[CH:7][CH:6]=1.C1(P(C2C=CC=CC=2)C2C=CC=CC=2)C=CC=CC=1.BrBr.[Cl:33]CCl. No catalyst specified. The product is [Br:1][CH2:2][C:3]#[C:4][C:5]1[CH:10]=[CH:9][C:8]([Cl:33])=[CH:7][CH:6]=1. The yield is 0.800. (3) The reactants are Br[C:2]1[N:7]=[CH:6][C:5]2[N:8]=[C:9]([CH3:16])[N:10]([CH:11]([CH3:15])[CH2:12][C:13]#[N:14])[C:4]=2[CH:3]=1.[CH3:17][O:18][CH:19]1[CH2:24][CH2:23][N:22]([C:25]2[N:30]=[C:29]([NH2:31])[CH:28]=[CH:27][N:26]=2)[CH2:21][CH2:20]1.C(=O)([O-])[O-].[Cs+].[Cs+].C1(P(C2CCCCC2)C2C=CC=CC=2C2C(C(C)C)=CC(C(C)C)=CC=2C(C)C)CCCCC1. The catalyst is C1C=CC(/C=C/C(/C=C/C2C=CC=CC=2)=O)=CC=1.C1C=CC(/C=C/C(/C=C/C2C=CC=CC=2)=O)=CC=1.[Pd].O1CCOCC1. The product is [CH3:17][O:18][CH:19]1[CH2:20][CH2:21][N:22]([C:25]2[N:30]=[C:29]([NH:31][C:2]3[N:7]=[CH:6][C:5]4[N:8]=[C:9]([CH3:16])[N:10]([CH:11]([CH3:15])[CH2:12][C:13]#[N:14])[C:4]=4[CH:3]=3)[CH:28]=[CH:27][N:26]=2)[CH2:23][CH2:24]1. The yield is 0.0200.